The task is: Regression. Given a target protein amino acid sequence and a drug SMILES string, predict the binding affinity score between them. We predict pIC50 (pIC50 = -log10(IC50 in M); higher means more potent). Dataset: bindingdb_ic50.. This data is from Drug-target binding data from BindingDB using IC50 measurements. (1) The drug is CCn1cnc2c(Nc3ccc(P(=O)(O)CP(=O)(O)O)cc3)nc(C3CCNCC3)nc21. The pIC50 is 6.2. The target protein (P05480) has sequence MGSNKSKPKDASQRRRSLEPSENVHGAGGAFPASQTPSKPASADGHRGPSAAFVPPAAEPKLFGGFNSSDTVTSPQRAGPLAGGVTTFVALYDYESRTETDLSFKKGERLQIVNNTRKVDVREGDWWLAHSLSTGQTGYIPSNYVAPSDSIQAEEWYFGKITRRESERLLLNAENPRGTFLVRESETTKGAYCLSVSDFDNAKGLNVKHYKIRKLDSGGFYITSRTQFNSLQQLVAYYSKHADGLCHRLTTVCPTSKPQTQGLAKDAWEIPRESLRLEVKLGQGCFGEVWMGTWNGTTRVAIKTLKPGTMSPEAFLQEAQVMKKLRHEKLVQLYAVVSEEPIYIVTEYMNKGSLLDFLKGETGKYLRLPQLVDMSAQIASGMAYVERMNYVHRDLRAANILVGENLVCKVADFGLARLIEDNEYTARQGAKFPIKWTAPEAALYGRFTIKSDVWSFGILLTELTTKGRVPYPGMVNREVLDQVERGYRMPCPPECPESLH.... (2) The compound is Nc1nc(N2CCCCC2)nc2c1c(=O)c(C(=O)NCc1ccc(-n3ccnc3)cc1)cn2CC1CCCO1. The target protein (Q8R0X7) has sequence MPGTDLLKLKDFEPYLEILESYSTKAKNYVNGYCTKYEPWQLIAWSVLCTLLIVWVYELIFQPESLWSRFKKKLFKLIRKMPFIGRKIEQQVSKAKKDLVKNMPFLKVDKDYVKTLPAQGMGTAEVLERLKEYSSMDGSWQEGKASGAVYNGEPKLTELLVQAYGEFTWSNPLHPDIFPGLRKLEAEIVRMTCSLFNGGPDSCGCVTSGGTESILMACKAYRDLALEKGIKTPEIVAPESAHAAFDKAAHYFGMKIVRVALKKNMEVDVQAMKRAISRNTAMLVCSTPQFPHGVMDPVPEVAKLAVRYKIPLHVDACLGGFLIVFMEKAGYPLEKPFDFRVKGVTSISADTHKYGYAPKGSSVVMYSNEKYRTYQFFVGADWQGGVYASPSIAGSRPGGIIAACWAALMHFGENGYVEATKQIIKTARFLKSELENIKNIFIFGDPQLSVIALGSNDFDIYRLSNMMSAKGWNFNYLQFPRSIHFCITLVHTRKRVAIQF.... The pIC50 is 5.7. (3) The small molecule is NC(=O)c1ccc(F)c2c1C(=O)N(C1CCN(C3CCC(F)(F)CC3)CC1)C2. The target protein (P11103) has sequence MAEASERLYRVQYAKSGRASCKKCSESIPKDSLRMAIMVQSPMFDGKVPHWYHFSCFWKVGQSIRHPDVEVDGFSELRWDDQQKVKKTAEAGGVAGKGQDGSGGKAEKTLGDFAAEYAKSNRSMCKGCLEKIEKGQMRLSKKMVDPEKPQLGMIDRWYHPTCFVKKRDELGFRPEYSASQLKGFSLLSAEDKEALKKQLPAIKNEGKRKGDEVDGTDEVAKKKSRKETDKYSKLEKALKAQNELIWNIKDELKKACSTNDLKELLIFNQQQVPSGESAILDRVADGMAFGALLPCKECSGQLVFKSDAYYCTGDVTAWTKCMVKTQNPSRKEWVTPKEFREISYLKKLKVKKQDRIFPPESSAPITVHWPLSVTSAPTAVNSSAPADKPLSNMKILTLGKLSQNKDEAKAVIEKLGGKLTGSANKASLCISIKKEVEKMNKKMEEVKEANIRVVSEDFLQDVSASTKSLQDLLSAHSLSPWGAEVKAEPGEVVAPRGKSA.... The pIC50 is 5.7. (4) The compound is N#Cc1ccc(OC(=O)c2ccc(N=C(N)N)cc2)cc1. The target protein sequence is MRVLVVEDNALLRHHLKVQLQDSGHQVDAAEDAREADYYLNEHLPDIAIVDLGLPDEDGLSLIRRWRSSDVSLPVLVLTAREGWQDKVEVLSSGADDYVTKPFHIEEVMARMQALMRRNSGLASQVINIPPFQVDLSRRELSVNEEVIKLTAFEYTIMETLIRNNGKVVSKDSLMLQLYPDAELRESHTIDVLMGRLRKKIQAQYPHDVITTV. The pIC50 is 3.5. (5) The drug is CC1(C)CC(NCc2ccc(-c3ccc(O)c(C(=O)O)c3)o2)CC(C)(C)N1[O]. The target protein (P35236) has sequence MVQAHGGRSRAQPLTLSLGAAMTQPPPEKTPAKKHVRLQERRGSNVALMLDVRSLGAVEPICSVNTPREVTLHFLRTAGHPLTRWALQRQPPSPKQLEEEFLKIPSNFVSPEDLDIPGHASKDRYKTILPNPQSRVCLGRAQSQEDGDYINANYIRGYDGKEKVYIATQGPMPNTVSDFWEMVWQEEVSLIVMLTQLREGKEKCVHYWPTEEETYGPFQIRIQDMKECPEYTVRQLTIQYQEERRSVKHILFSAWPDHQTPESAGPLLRLVAEVEESPETAAHPGPIVVHCSAGIGRTGCFIATRIGCQQLKARGEVDILGIVCQLRLDRGGMIQTAEQYQFLHHTLALYAGQLPEEPSP. The pIC50 is 3.0. (6) The compound is CCCCS(=O)c1sc2nc(-c3cccs3)cc(-c3ccccc3)c2c1N. The target protein (Q8VCC1) has sequence MHVNGKVALVTGAAQGIGKAFAEALLLHGAKVALVDWNLEAGVKCKAALDEQFEPQKTLFVQCDVADQKQLRDTFRKVVDHFGRLDILVNNAGVNNEKNWEQTLQINLVSVISGTYLGLDYMSKQNGGEGGIIINMSSLAGLMPVAQQPVYCASKHGIIGFTRSAAMAANLMKSGVRLNVICPGFVDTPILESIEKEENMGQYIEYKDQIKAMMKFYGVLHPSTIANGLINLIEDDALNGAIMKITASKGIHFQDYDISPLLVKAPLTS. The pIC50 is 8.6. (7) The small molecule is CCNC(=O)Nc1cc(Nc2ccc(O)cc2)c(C(=O)Nc2cccnc2)cn1. The target protein (P20083) has sequence MTQTYNADAIEVLTGLEPVRRRPGMYTDTTRPNHLGQEVIDNSVDEALAGHAKRVDVILHADQSLEVIDDGRGMPVDIHPEEGVPAVELILCRLHAGGKFSNKNYQFSGGLHGVGISVVNALSKRVEVNVRRDGQVYNIAFENGEKVQDLQVVGTCGKRNTGTSVHFWPDETFFDSPRFSVSRLTHVLKAKAVLCPGVEITFKDEINNTEQRWCYQDGLNDYLAEAVNGLPTLPEKPFIGNFAGDTEAVDWALLWLPEGGELLTESYVNLIPTMQGGTHVNGLRQGLLDAMREFCEYRNILPRGVKLSAEDIWDRCAYVLSVKMQDPQFAGQTKERLSSRQCAAFVSGVVKDAFILWLNQNVQAAELLAEMAISSAQRRMRAAKKVVRKKLTSGPALPGKLADCTAQDLNRTELFLVEGDSAGGSAKQARDREYQAIMPLKGKILNTWEVSSDEVLASQEVHDISVAIGIDPDSDDLSQLRYGKICILADADSDGLHIAT.... The pIC50 is 6.0.